Task: Predict which catalyst facilitates the given reaction.. Dataset: Catalyst prediction with 721,799 reactions and 888 catalyst types from USPTO (1) Reactant: [CH3:1][NH2:2].[F:3][C:4]1[CH:9]=[CH:8][CH:7]=[C:6](F)[C:5]=1[N+:11]([O-:13])=[O:12]. Product: [F:3][C:4]1[C:5]([N+:11]([O-:13])=[O:12])=[C:6]([CH:7]=[CH:8][CH:9]=1)[NH:2][CH3:1]. The catalyst class is: 5. (2) Reactant: [Br:1][C:2]1[CH:26]=[CH:25][C:5]([CH2:6][CH:7]2[C:16]3[C:11](=[CH:12][C:13]([O:17]C)=[CH:14][CH:15]=3)[CH2:10][CH2:9][N:8]2[C:19]2[CH:24]=[CH:23][CH:22]=[CH:21][CH:20]=2)=[CH:4][CH:3]=1.B(Br)(Br)Br.O.C(=O)(O)[O-].[Na+]. Product: [Br:1][C:2]1[CH:3]=[CH:4][C:5]([CH2:6][CH:7]2[C:16]3[C:11](=[CH:12][C:13]([OH:17])=[CH:14][CH:15]=3)[CH2:10][CH2:9][N:8]2[C:19]2[CH:24]=[CH:23][CH:22]=[CH:21][CH:20]=2)=[CH:25][CH:26]=1. The catalyst class is: 2.